This data is from Forward reaction prediction with 1.9M reactions from USPTO patents (1976-2016). The task is: Predict the product of the given reaction. (1) Given the reactants Cl[C:2]1[CH:7]=[C:6]([C:8]2[CH:13]=[CH:12][CH:11]=[CH:10][CH:9]=2)[N:5]=[C:4]([NH:14][C:15](=[O:29])[CH2:16][CH2:17][C:18]([C:20]2[CH:21]=[CH:22][C:23]3[O:27][CH2:26][CH2:25][C:24]=3[CH:28]=2)=[O:19])[CH:3]=1.C1(C2C=CC=CC=2)C=CC=CC=1P(C1CCCCC1)C1CCCCC1.C(=O)([O-])[O-].[K+].[K+].[CH3:61][O:62][C:63]1[CH:64]=[C:65](B(O)O)[CH:66]=[C:67]([O:71][CH3:72])[C:68]=1[O:69][CH3:70], predict the reaction product. The product is: [O:27]1[C:23]2[CH:22]=[CH:21][C:20]([C:18](=[O:19])[CH2:17][CH2:16][C:15]([NH:14][C:4]3[CH:3]=[C:2]([C:65]4[CH:66]=[C:67]([O:71][CH3:72])[C:68]([O:69][CH3:70])=[C:63]([O:62][CH3:61])[CH:64]=4)[CH:7]=[C:6]([C:8]4[CH:13]=[CH:12][CH:11]=[CH:10][CH:9]=4)[N:5]=3)=[O:29])=[CH:28][C:24]=2[CH2:25][CH2:26]1. (2) Given the reactants [O:1]=[C:2]1[C:10]2[C:5](=[CH:6][CH:7]=[CH:8][CH:9]=2)[C:4](=[C:11]([C:14]#[N:15])[C:12]#[N:13])[CH2:3]1.Cl.[N:17](OCCC(C)C)=[O:18], predict the reaction product. The product is: [OH:18]/[N:17]=[C:3]1\[C:4](=[C:11]([C:12]#[N:13])[C:14]#[N:15])[C:5]2[C:10]([C:2]\1=[O:1])=[CH:9][CH:8]=[CH:7][CH:6]=2. (3) Given the reactants COC1C=CC(C[N:8](CC2C=CC(OC)=CC=2)[C:9]2[N:14]=[C:13]([CH3:15])[N:12]=[C:11]([C:16]3[C:17]([NH:23][C:24]4[CH:25]=[CH:26][C:27]([NH:30][C:31](=[O:33])[CH3:32])=[N:28][CH:29]=4)=[N:18][CH:19]=[C:20]([Cl:22])[CH:21]=3)[N:10]=2)=CC=1.FC(F)(F)S(O)(=O)=O, predict the reaction product. The product is: [NH2:8][C:9]1[N:14]=[C:13]([CH3:15])[N:12]=[C:11]([C:16]2[C:17]([NH:23][C:24]3[CH:25]=[CH:26][C:27]([NH:30][C:31](=[O:33])[CH3:32])=[N:28][CH:29]=3)=[N:18][CH:19]=[C:20]([Cl:22])[CH:21]=2)[N:10]=1. (4) Given the reactants [NH3:1].[N:2]([C:5]1[CH:10]=[CH:9][C:8]([C:11]2[CH:12]=[N:13][N:14]([CH3:16])[CH:15]=2)=[C:7]([O:17][CH3:18])[CH:6]=1)=[C:3]=[S:4], predict the reaction product. The product is: [CH3:18][O:17][C:7]1[CH:6]=[C:5]([NH:2][C:3]([NH2:1])=[S:4])[CH:10]=[CH:9][C:8]=1[C:11]1[CH:12]=[N:13][N:14]([CH3:16])[CH:15]=1. (5) Given the reactants [O:1]=[C:2]1[N:6]([C:7]2[CH:8]=[CH:9][C:10]3[C:16](=[O:17])[CH2:15][CH2:14][CH2:13][CH2:12][C:11]=3[CH:18]=2)[CH2:5][C@H:4]([CH2:19][NH:20][C:21](=[O:23])[CH3:22])[O:3]1.[Br:24]Br.C(=O)(O)[O-].[Na+].C(Cl)Cl, predict the reaction product. The product is: [Br:24][CH:15]1[CH2:14][CH2:13][CH2:12][C:11]2[CH:18]=[C:7]([N:6]3[CH2:5][C@H:4]([CH2:19][NH:20][C:21](=[O:23])[CH3:22])[O:3][C:2]3=[O:1])[CH:8]=[CH:9][C:10]=2[C:16]1=[O:17]. (6) Given the reactants [CH3:1][C:2]1[CH:7]=[CH:6][C:5]([CH3:8])=[CH:4][C:3]=1[N:9]1[CH2:14][CH2:13][N:12]([C:15]([CH:17]2[N:21]([C:22]3[CH:27]=[CH:26][CH:25]=[CH:24][CH:23]=3)[C:20](=[O:28])[NH:19][CH2:18]2)=[O:16])[CH2:11][CH2:10]1.[H-].[Na+].[CH2:31]([S:35](Cl)(=[O:37])=[O:36])[CH2:32][CH2:33][CH3:34], predict the reaction product. The product is: [CH2:31]([S:35]([N:19]1[CH2:18][CH:17]([C:15]([N:12]2[CH2:13][CH2:14][N:9]([C:3]3[CH:4]=[C:5]([CH3:8])[CH:6]=[CH:7][C:2]=3[CH3:1])[CH2:10][CH2:11]2)=[O:16])[N:21]([C:22]2[CH:23]=[CH:24][CH:25]=[CH:26][CH:27]=2)[C:20]1=[O:28])(=[O:37])=[O:36])[CH2:32][CH2:33][CH3:34]. (7) Given the reactants [NH2:1][C:2]1[N:7]2[N:8]=[CH:9][CH:10]=[C:6]2[N:5]=[C:4]([CH:11]2[CH2:16][CH2:15][C:14](=[O:17])[CH2:13]C2)[CH:3]=1.O1C2(CCC(C3C=C(N)N4N=CC=C4N=3)C2)OCC1.O1C2(CCC(C3C=C(N)N4N=CC=C4N=3)CC2)OCC1, predict the reaction product. The product is: [NH2:1][C:2]1[N:7]2[N:8]=[CH:9][CH:10]=[C:6]2[N:5]=[C:4]([CH:11]2[CH2:16][CH2:15][C:14](=[O:17])[CH2:13]2)[CH:3]=1.